From a dataset of Full USPTO retrosynthesis dataset with 1.9M reactions from patents (1976-2016). Predict the reactants needed to synthesize the given product. (1) Given the product [C:50]([C@@H:24]1[CH2:23][CH:22]([CH2:21][C:18]2[CH:19]=[CH:20][C:15]([C:37]3[CH:38]=[CH:39][CH:40]=[CH:41][CH:42]=3)=[CH:16][CH:17]=2)[N:26](/[CH:27]=[CH:28]/[C:29]2[CH:30]=[CH:31][CH:32]=[CH:33][CH:8]=2)[C:25]1=[O:36])(=[O:46])[C:49]1[CH:3]=[CH:1][CH:2]=[CH:47][CH:48]=1, predict the reactants needed to synthesize it. The reactants are: [CH:1](NC(C)C)([CH3:3])[CH3:2].[CH2:8]([Li])CCC.N#N.[C:15]1([C:37]2[CH:42]=[CH:41][CH:40]=[CH:39][CH:38]=2)[CH:20]=[CH:19][C:18]([CH2:21][C@H:22]2[N:26]([CH2:27][C:28]3[CH:33]=[CH:32][C:31](OC)=[CH:30][CH:29]=3)[C:25](=[O:36])[CH2:24][CH2:23]2)=[CH:17][CH:16]=1.C(=O)=O.[O:46]1[CH2:50][CH2:49][CH2:48][CH2:47]1. (2) Given the product [CH3:1][O:2][C:3](=[O:17])[C:4]1[CH:9]=[CH:8][C:7]([O:10][C:11]2[S:12][CH:13]=[N:14][N:15]=2)=[CH:6][C:5]=1[O:16][S:25]([C:28]([F:31])([F:30])[F:29])(=[O:26])=[O:24], predict the reactants needed to synthesize it. The reactants are: [CH3:1][O:2][C:3](=[O:17])[C:4]1[CH:9]=[CH:8][C:7]([O:10][C:11]2[S:12][CH:13]=[N:14][N:15]=2)=[CH:6][C:5]=1[OH:16].N1C=CC=CC=1.[O:24](S(C(F)(F)F)(=O)=O)[S:25]([C:28]([F:31])([F:30])[F:29])(=O)=[O:26]. (3) Given the product [OH:2][C:3]1[CH:4]=[C:5]2[C:10](=[CH:11][CH:12]=1)[C:9]([C:13]([C:15]1[CH:20]=[CH:19][C:18]([O:21][CH2:22][CH2:23][N:24]3[CH2:25][CH2:26][CH2:27][CH2:28][CH2:29]3)=[CH:17][CH:16]=1)=[O:14])=[C:8]([C:30]1[C:35]([F:36])=[CH:34][C:33]([F:37])=[CH:32][C:31]=1[F:38])[CH:7]=[CH:6]2, predict the reactants needed to synthesize it. The reactants are: C[O:2][C:3]1[CH:4]=[C:5]2[C:10](=[CH:11][CH:12]=1)[C:9]([C:13]([C:15]1[CH:20]=[CH:19][C:18]([O:21][CH2:22][CH2:23][N:24]3[CH2:29][CH2:28][CH2:27][CH2:26][CH2:25]3)=[CH:17][CH:16]=1)=[O:14])=[C:8]([C:30]1[C:35]([F:36])=[CH:34][C:33]([F:37])=[CH:32][C:31]=1[F:38])[CH:7]=[CH:6]2.Cl.C(=O)(O)[O-].[Na+].CO.